Dataset: Full USPTO retrosynthesis dataset with 1.9M reactions from patents (1976-2016). Task: Predict the reactants needed to synthesize the given product. (1) The reactants are: C(=O)([O-])OC1C=CC(S(N2C3C(=CC=C(F)C=3)NC(=O)[C@@H]2CC)(=O)=O)=CC=1.ICC.[CH2:31]([C@@H:33]1[N:42]([S:43]([C:46]2[CH:51]=[CH:50][C:49]([OH:52])=[CH:48][CH:47]=2)(=[O:45])=[O:44])[C:41]2[C:36](=[CH:37][CH:38]=[C:39]([F:53])[CH:40]=2)[N:35]([CH2:54][CH2:55]C)[C:34]1=[O:57])[CH3:32]. Given the product [CH2:54]([N:35]1[C:36]2[C:41](=[CH:40][C:39]([F:53])=[CH:38][CH:37]=2)[N:42]([S:43]([C:46]2[CH:51]=[CH:50][C:49]([OH:52])=[CH:48][CH:47]=2)(=[O:45])=[O:44])[C@@H:33]([CH2:31][CH3:32])[C:34]1=[O:57])[CH3:55], predict the reactants needed to synthesize it. (2) Given the product [CH2:1]1[CH2:10][O:9][C:8]2[CH:7]=[CH:6][C:5]([NH:11][C:12]3[N:17]=[C:16]([NH:18][C:19]4[CH:24]=[CH:23][C:22]5[O:25][CH2:26][CH2:27][O:28][C:21]=5[CH:20]=4)[C:15]([C:29]4[CH:34]=[CH:33][C:32]([OH:36])=[CH:31][CH:30]=4)=[CH:14][N:13]=3)=[CH:4][C:3]=2[O:2]1, predict the reactants needed to synthesize it. The reactants are: [CH2:1]1[CH2:10][O:9][C:8]2[CH:7]=[CH:6][C:5]([NH:11][C:12]3[N:17]=[C:16]([NH:18][C:19]4[CH:24]=[CH:23][C:22]5[O:25][CH2:26][CH2:27][O:28][C:21]=5[CH:20]=4)[C:15]([C:29]4[CH:34]=[CH:33][CH:32]=[CH:31][CH:30]=4)=[CH:14][N:13]=3)=[CH:4][C:3]=2[O:2]1.C1COC2C=CC(NC3N=C(NC4C=CC5OCCOC=5C=4)C(Br)=CN=3)=CC=2[O:36]1.OC1C=CC(B(O)O)=CC=1. (3) Given the product [CH2:7]([O:9][C:10](=[O:26])[C:11]1[CH:23]=[C:22]([CH2:24][O:25][CH:3]([CH3:4])[CH3:2])[CH:21]=[C:13]([C:14]([N:16]([CH3:20])[CH2:17][CH2:18][CH3:19])=[O:15])[CH:12]=1)[CH3:8], predict the reactants needed to synthesize it. The reactants are: N1C=C[CH:4]=[CH:3][CH:2]=1.[CH2:7]([O:9][C:10](=[O:26])[C:11]1[CH:23]=[C:22]([CH2:24][OH:25])[CH:21]=[C:13]([C:14]([N:16]([CH3:20])[CH2:17][CH2:18][CH3:19])=[O:15])[CH:12]=1)[CH3:8]. (4) Given the product [N+:1]([C:4]1[CH:5]=[CH:6][C:7]([O:10][C:11]2[CH:12]=[C:13]3[C:18](=[CH:19][CH:20]=2)[O:17][CH:16]([C:21]2[CH:22]=[CH:23][CH:24]=[CH:25][C:26]=2[N+:27]([O-:29])=[O:28])[CH2:15][CH2:14]3)=[N:8][CH:9]=1)([O-:3])=[O:2], predict the reactants needed to synthesize it. The reactants are: [N+:1]([C:4]1[CH:5]=[CH:6][C:7]([O:10][C:11]2[CH:12]=[C:13]3[C:18](=[CH:19][CH:20]=2)[O:17][CH:16]([C:21]2[CH:26]=[CH:25][CH:24]=[CH:23][CH:22]=2)[CH2:15][CH2:14]3)=[N:8][CH:9]=1)([O-:3])=[O:2].[N+:27](C1C=CC=CC=1C1CCC2C(=CC=C(O)C=2)O1)([O-:29])=[O:28]. (5) Given the product [CH:17]1([CH:22]([CH3:28])[CH2:23][CH2:24][CH2:25][CH:26]=[O:29])[CH2:21][CH2:20][CH2:19][CH2:18]1, predict the reactants needed to synthesize it. The reactants are: [H-].C([Al+]CC(C)C)C(C)C.CCCCCC.[CH:17]1([CH:22]([CH3:28])[CH2:23][CH2:24][CH2:25][C:26]#N)[CH2:21][CH2:20][CH2:19][CH2:18]1.[OH:29]S(O)(=O)=O.